From a dataset of Reaction yield outcomes from USPTO patents with 853,638 reactions. Predict the reaction yield, written as a fraction of the theoretical maximum amount of product (1.0 means a 100% yield; for example, 0.34 means a 34% yield). (1) The reactants are [CH2:1]([O:8][C:9]1[CH:18]=[CH:17][C:12]([C:13]([O:15]C)=[O:14])=[CH:11][C:10]=1/[C:19](/[CH3:22])=[CH:20]\[CH3:21])[C:2]1[CH:7]=[CH:6][CH:5]=[CH:4][CH:3]=1.[OH-].[K+]. The catalyst is CO.O. The product is [CH2:1]([O:8][C:9]1[CH:18]=[CH:17][C:12]([C:13]([OH:15])=[O:14])=[CH:11][C:10]=1/[C:19](/[CH3:22])=[CH:20]\[CH3:21])[C:2]1[CH:3]=[CH:4][CH:5]=[CH:6][CH:7]=1. The yield is 0.820. (2) The reactants are [Cl:1][C:2]1[N:10]=[C:9]2[C:5]([N:6]=[C:7]([CH2:12][CH:13]=O)[N:8]2[CH3:11])=[C:4]([N:15]2[CH2:20][CH2:19][O:18][CH2:17][CH2:16]2)[N:3]=1.[CH:21]([C:24]1([OH:28])[CH2:27][NH:26][CH2:25]1)([CH3:23])[CH3:22].C(O[BH-](OC(=O)C)OC(=O)C)(=O)C.[Na+]. The catalyst is ClCCCl. The product is [Cl:1][C:2]1[N:10]=[C:9]2[C:5]([N:6]=[C:7]([CH2:12][CH2:13][N:26]3[CH2:27][C:24]([CH:21]([CH3:23])[CH3:22])([OH:28])[CH2:25]3)[N:8]2[CH3:11])=[C:4]([N:15]2[CH2:20][CH2:19][O:18][CH2:17][CH2:16]2)[N:3]=1. The yield is 0.330. (3) The reactants are [Cl:1][C:2]1[CH:10]=[C:9]2[C:5]([C:6]([CH:11]=[O:12])=[CH:7][NH:8]2)=[CH:4][C:3]=1[C:13]1[CH:18]=[CH:17][C:16]([O:19][CH:20]2[CH2:23][O:22][CH2:21]2)=[CH:15][CH:14]=1.CC(=CC)C.Cl([O-])=[O:30].[Na+].OP([O-])(O)=O.[Na+]. The catalyst is C(#N)C.O.C(O)(C)(C)C. The product is [Cl:1][C:2]1[CH:10]=[C:9]2[C:5]([C:6]([C:11]([OH:30])=[O:12])=[CH:7][NH:8]2)=[CH:4][C:3]=1[C:13]1[CH:18]=[CH:17][C:16]([O:19][CH:20]2[CH2:23][O:22][CH2:21]2)=[CH:15][CH:14]=1. The yield is 0.420. (4) The reactants are [C:1]([C:3]1[CH:4]=[C:5]([CH:11]=[CH:12][CH:13]=1)[O:6][CH2:7][C:8]([OH:10])=O)#[N:2].CCN(C(C)C)C(C)C.[NH2:23][CH2:24][CH:25]([OH:37])[CH2:26][N:27]1[CH2:36][CH2:35][C:34]2[C:29](=[CH:30][CH:31]=[CH:32][CH:33]=2)[CH2:28]1. The catalyst is C(Cl)Cl. The product is [C:1]([C:3]1[CH:4]=[C:5]([CH:11]=[CH:12][CH:13]=1)[O:6][CH2:7][C:8]([NH:23][CH2:24][CH:25]([OH:37])[CH2:26][N:27]1[CH2:36][CH2:35][C:34]2[C:29](=[CH:30][CH:31]=[CH:32][CH:33]=2)[CH2:28]1)=[O:10])#[N:2]. The yield is 0.120. (5) The reactants are [NH2:1][C:2]1[CH:3]=[C:4]([C:8]2[C:16]3[C:11](=[CH:12][CH:13]=[C:14](C#N)[CH:15]=3)[N:10]([CH:19]3[CH2:24][CH2:23][CH2:22][CH2:21][O:20]3)[N:9]=2)[CH:5]=[CH:6][CH:7]=1.Cl.[C:26](Cl)(=[O:33])[C:27]1[CH:32]=[CH:31][CH:30]=[N:29][CH:28]=1.[CH2:35]([N:37](CC)CC)C. No catalyst specified. The product is [C:35]([CH:22]1[CH2:21][O:20][CH:19]([N:10]2[C:11]3[C:16](=[CH:15][CH:14]=[CH:13][CH:12]=3)[C:8]([C:4]3[CH:3]=[C:2]([NH:1][C:26]([C:27]4[CH:28]=[N:29][CH:30]=[CH:31][CH:32]=4)=[O:33])[CH:7]=[CH:6][CH:5]=3)=[N:9]2)[CH2:24][CH2:23]1)#[N:37]. The yield is 0.540. (6) The reactants are [CH:1]1[C:6]([OH:7])=[CH:5][CH:4]=[C:3]([CH3:8])[CH:2]=1.[N+:9]([C:12]1[CH:17]=[CH:16][CH:15]=[C:14]([N+]([O-])=O)[CH:13]=1)([O-:11])=[O:10].C(=O)([O-])[O-].[Cs+].[Cs+]. The catalyst is CS(C)=O. The product is [CH3:8][C:3]1[CH:4]=[CH:5][C:6]([O:7][C:14]2[CH:13]=[C:12]([N+:9]([O-:11])=[O:10])[CH:17]=[CH:16][CH:15]=2)=[CH:1][CH:2]=1. The yield is 0.660. (7) The reactants are [C:1]([N:4]1[C:13]2[C:8](=[CH:9][C:10]([N:14]3[CH2:19][CH2:18][O:17][CH2:16][CH2:15]3)=[CH:11][CH:12]=2)[C@H:7]([NH:20]C(=O)OCC2C=CC=CC=2)[C@@H:6]([CH3:31])[C@@H:5]1[CH3:32])(=[O:3])[CH3:2].C[C@H]1[C@H](C)[C@@H](NC(=O)OCC2C=CC=CC=2)C2C(=CC=C(N3CCOCC3)C=2)N1. The catalyst is C(O)C.[Pd]. The product is [NH2:20][C@H:7]1[C:8]2[C:13](=[CH:12][CH:11]=[C:10]([N:14]3[CH2:15][CH2:16][O:17][CH2:18][CH2:19]3)[CH:9]=2)[N:4]([C:1](=[O:3])[CH3:2])[C@@H:5]([CH3:32])[C@@H:6]1[CH3:31]. The yield is 0.720.